From a dataset of Reaction yield outcomes from USPTO patents with 853,638 reactions. Predict the reaction yield, written as a fraction of the theoretical maximum amount of product (1.0 means a 100% yield; for example, 0.34 means a 34% yield). (1) The reactants are Br[CH:2]([C:7]1[CH:12]=[CH:11][CH:10]=[C:9]([F:13])[CH:8]=1)[C:3]([O:5][CH3:6])=[O:4].CCN(C(C)C)C(C)C.[NH2:23][C:24]1[CH:29]=[CH:28][CH:27]=[CH:26][CH:25]=1. The catalyst is C(#N)C. The product is [F:13][C:9]1[CH:8]=[C:7]([CH:2]([NH:23][C:24]2[CH:29]=[CH:28][CH:27]=[CH:26][CH:25]=2)[C:3]([O:5][CH3:6])=[O:4])[CH:12]=[CH:11][CH:10]=1. The yield is 0.730. (2) The reactants are [CH2:1]([N:8]1[C:13](=[O:14])[C:12]2[C:15]([CH3:18])=[N:16][O:17][C:11]=2[N:10]=[C:9]1[CH:19](Br)[CH2:20][CH3:21])[C:2]1[CH:7]=[CH:6][CH:5]=[CH:4][CH:3]=1.Cl.[NH2:24][CH2:25][CH2:26][C:27]([NH2:29])=[O:28].CCN(C(C)C)C(C)C. The catalyst is CCO. The product is [CH2:1]([N:8]1[C:13](=[O:14])[C:12]2[C:15]([CH3:18])=[N:16][O:17][C:11]=2[N:10]=[C:9]1[CH:19]([NH:24][CH2:25][CH2:26][C:27]([NH2:29])=[O:28])[CH2:20][CH3:21])[C:2]1[CH:7]=[CH:6][CH:5]=[CH:4][CH:3]=1. The yield is 0.490. (3) The reactants are [Cl:1][C:2]1[CH:7]=[CH:6][C:5]([C@H:8]([NH:11][S@@](C(C)(C)C)=O)[CH2:9][CH3:10])=[C:4]([F:18])[C:3]=1[O:19][C:20]1[CH:30]=[CH:29][C:23]2[NH:24][C:25](=O)[CH2:26][O:27][C:22]=2[CH:21]=1.Cl.C1COCC1.B.O1CCOCC1. The catalyst is CCOC(C)=O.CO. The product is [ClH:1].[Cl:1][C:2]1[CH:7]=[CH:6][C:5]([C@H:8]([NH2:11])[CH2:9][CH3:10])=[C:4]([F:18])[C:3]=1[O:19][C:20]1[CH:30]=[CH:29][C:23]2[NH:24][CH2:25][CH2:26][O:27][C:22]=2[CH:21]=1. The yield is 0.390. (4) The product is [F:62][CH:60]([C:58]1[CH:57]=[CH:56][N:55]=[C:54]([NH:53][C:48]2[N:47]=[C:46]([C:43]3[S:42][C:41]([C:27]4([OH:26])[CH2:36][CH2:35][CH2:34][C:33]5[CH:32]=[C:31]([C:37]([O:39][CH3:40])=[O:38])[CH:30]=[CH:29][C:28]4=5)=[N:45][CH:44]=3)[CH:51]=[C:50]([CH3:52])[CH:49]=2)[CH:59]=1)[CH3:61]. The reactants are [F-].C([N+](CCCC)(CCCC)CCCC)CCC.[Si]([O:26][C:27]1([C:41]2[S:42][C:43]([C:46]3[CH:51]=[C:50]([CH3:52])[CH:49]=[C:48]([NH:53][C:54]4[CH:59]=[C:58]([CH:60]([F:62])[CH3:61])[CH:57]=[CH:56][N:55]=4)[N:47]=3)=[CH:44][N:45]=2)[CH2:36][CH2:35][CH2:34][C:33]2[CH:32]=[C:31]([C:37]([O:39][CH3:40])=[O:38])[CH:30]=[CH:29][C:28]1=2)(C(C)(C)C)(C)C. The catalyst is C1COCC1. The yield is 0.980. (5) The reactants are [Cl:1][C:2]1[CH:10]=[C:9]([Cl:11])[CH:8]=[CH:7][C:3]=1[C:4](Cl)=[O:5].[CH3:12][N:13]([CH3:27])[CH:14]1[CH2:19][CH2:18][C:17]([C:20]2[N:25]=[C:24]([NH2:26])[CH:23]=[CH:22][CH:21]=2)=[CH:16][CH2:15]1. No catalyst specified. The product is [ClH:1].[ClH:1].[Cl:1][C:2]1[CH:10]=[C:9]([Cl:11])[CH:8]=[CH:7][C:3]=1[C:4]([NH:26][C:24]1[CH:23]=[CH:22][CH:21]=[C:20]([C:17]2[CH2:18][CH2:19][CH:14]([N:13]([CH3:27])[CH3:12])[CH2:15][CH:16]=2)[N:25]=1)=[O:5]. The yield is 0.670. (6) The reactants are Cl[C:2](=[O:7])[C:3]([O:5][CH3:6])=[O:4].[Br:8][C:9]1[CH:24]=[CH:23][C:12]([NH:13][CH2:14][C:15]2[CH:20]=[C:19]([CH3:21])[CH:18]=[C:17]([CH3:22])[CH:16]=2)=[CH:11][CH:10]=1.C(N(CC)CC)C.ClCCl. The catalyst is O. The product is [Br:8][C:9]1[CH:10]=[CH:11][C:12]([N:13]([CH2:14][C:15]2[CH:20]=[C:19]([CH3:21])[CH:18]=[C:17]([CH3:22])[CH:16]=2)[C:2](=[O:7])[C:3]([O:5][CH3:6])=[O:4])=[CH:23][CH:24]=1. The yield is 0.860. (7) The reactants are [O:1]=[C:2]1[NH:7][C:6]2[CH:8]=[C:9]([CH2:12][N:13]3[CH2:18][CH2:17][N:16]([C:19]4[CH:27]=[CH:26][C:22]([C:23](O)=[O:24])=[CH:21][CH:20]=4)[CH2:15][CH2:14]3)[CH:10]=[N:11][C:5]=2[N:4]2[CH2:28][CH2:29][CH2:30][C@@H:3]12.Cl.[CH3:32][NH2:33].CCN(C(C)C)C(C)C.CN(C(ON1N=NC2C=CC=NC1=2)=[N+](C)C)C.F[P-](F)(F)(F)(F)F. The catalyst is CN(C=O)C. The product is [CH3:32][NH:33][C:23](=[O:24])[C:22]1[CH:26]=[CH:27][C:19]([N:16]2[CH2:15][CH2:14][N:13]([CH2:12][C:9]3[CH:10]=[N:11][C:5]4[N:4]5[CH2:28][CH2:29][CH2:30][C@H:3]5[C:2](=[O:1])[NH:7][C:6]=4[CH:8]=3)[CH2:18][CH2:17]2)=[CH:20][CH:21]=1. The yield is 0.472. (8) The reactants are [C:1]([C:4]1[CH:5]=[CH:6][C:7]([NH:14][S:15]([CH3:18])(=[O:17])=[O:16])=[C:8]([CH:13]=1)[C:9]([O:11][CH3:12])=[O:10])(=O)[CH3:2].[CH3:19][C:20]([S@:23]([NH2:25])=[O:24])([CH3:22])[CH3:21].[BH4-].[Na+].[CH2:28]1COCC1. The catalyst is [O-]CC.[Ti+4].[O-]CC.[O-]CC.[O-]CC. The product is [C:20]([S@:23]([NH:25][C@@H:1]([C:4]1[CH:5]=[CH:6][C:7]([NH:14][S:15]([CH3:18])(=[O:17])=[O:16])=[C:8]([CH:13]=1)[C:9]([O:11][CH2:12][CH3:28])=[O:10])[CH3:2])=[O:24])([CH3:22])([CH3:21])[CH3:19]. The yield is 0.230.